The task is: Predict the product of the given reaction.. This data is from Forward reaction prediction with 1.9M reactions from USPTO patents (1976-2016). (1) Given the reactants Br[C:2]1[CH:3]=[C:4]([NH:14][S:15]([CH3:18])(=[O:17])=[O:16])[CH:5]=[C:6]2[C:11]=1[O:10][CH:9]([CH2:12][CH3:13])[CH2:8][CH2:7]2.[CH3:19][N:20]1[CH:29]=[C:28](B2OC(C)(C)C(C)(C)O2)[C:27]2[C:22](=[CH:23][CH:24]=[CH:25][CH:26]=2)[C:21]1=[O:39].C([O-])([O-])=O.[K+].[K+], predict the reaction product. The product is: [CH2:12]([CH:9]1[CH2:8][CH2:7][C:6]2[C:11](=[C:2]([C:28]3[C:27]4[C:22](=[CH:23][CH:24]=[CH:25][CH:26]=4)[C:21](=[O:39])[N:20]([CH3:19])[CH:29]=3)[CH:3]=[C:4]([NH:14][S:15]([CH3:18])(=[O:17])=[O:16])[CH:5]=2)[O:10]1)[CH3:13]. (2) The product is: [F:29][C:3]([F:2])([F:28])[C:4]1[CH:5]=[C:6]([CH:21]=[C:22]([C:24]([F:27])([F:25])[F:26])[CH:23]=1)[CH2:7][O:8][C@H:9]1[CH2:14][CH2:13][N:12]([C:38]([NH:37][CH2:40][C:41]([O:43][CH2:44][CH3:45])=[O:42])=[O:39])[CH2:11][C@H:10]1[C:15]1[CH:16]=[CH:17][CH:18]=[CH:19][CH:20]=1. Given the reactants Cl.[F:2][C:3]([F:29])([F:28])[C:4]1[CH:5]=[C:6]([CH:21]=[C:22]([C:24]([F:27])([F:26])[F:25])[CH:23]=1)[CH2:7][O:8][C@H:9]1[CH2:14][CH2:13][NH:12][CH2:11][C@H:10]1[C:15]1[CH:20]=[CH:19][CH:18]=[CH:17][CH:16]=1.CCN(CC)CC.[N:37]([CH2:40][C:41]([O:43][CH2:44][CH3:45])=[O:42])=[C:38]=[O:39].C(=O)([O-])O.[Na+], predict the reaction product.